Dataset: Reaction yield outcomes from USPTO patents with 853,638 reactions. Task: Predict the reaction yield, written as a fraction of the theoretical maximum amount of product (1.0 means a 100% yield; for example, 0.34 means a 34% yield). (1) The reactants are [CH3:1][O:2][CH2:3][CH2:4][O:5][CH2:6][CH2:7][O:8][CH2:9][CH2:10]O.[C:12]([Cl:15])(Cl)=[O:13].C1(C)C=CC=CC=1.CC[O:25]CC. No catalyst specified. The product is [Cl:15][C:12]([O:13][CH2:1][O:2][CH2:3][CH2:4][O:5][CH2:6][CH2:7][O:8][CH2:9][CH3:10])=[O:25]. The yield is 0.950. (2) The reactants are [C:1]([C:3]1[CH:4]=[N:5][N:6]2[C:11](=[O:12])[C:10]([CH2:13][CH3:14])=[C:9]([C:15]([O:17]CC)=[O:16])[NH:8][C:7]=12)#[N:2].[Li+].[OH-]. The yield is 0.527. The product is [C:1]([C:3]1[CH:4]=[N:5][N:6]2[C:11](=[O:12])[C:10]([CH2:13][CH3:14])=[C:9]([C:15]([OH:17])=[O:16])[NH:8][C:7]=12)#[N:2]. The catalyst is C1COCC1.O. (3) The reactants are [C@@H:1]12[CH2:7][NH:6][C@@H:5]1[CH2:4][N:3]([C:8]([O:10][CH2:11][C:12]1[CH:17]=[CH:16][CH:15]=[CH:14][CH:13]=1)=[O:9])[CH2:2]2.[Cl:18][C:19]1[CH:24]=[CH:23][C:22](Br)=[CH:21][N:20]=1. The product is [Cl:18][C:19]1[N:20]=[CH:21][C:22]([N:6]2[CH2:7][C@@H:1]3[C@H:5]2[CH2:4][N:3]([C:8]([O:10][CH2:11][C:12]2[CH:17]=[CH:16][CH:15]=[CH:14][CH:13]=2)=[O:9])[CH2:2]3)=[CH:23][CH:24]=1. No catalyst specified. The yield is 0.380. (4) The reactants are [C:1]([C:5]1[CH:14]=[CH:13][C:12]([NH2:15])=[CH:11][C:6]=1[C:7](OC)=[O:8])([CH3:4])([CH3:3])[CH3:2].[H-].[H-].[H-].[H-].[Li+].[Al+3]. The catalyst is C1COCC1.O. The product is [C:1]([C:5]1[CH:14]=[CH:13][C:12]([NH2:15])=[CH:11][C:6]=1[CH2:7][OH:8])([CH3:4])([CH3:2])[CH3:3]. The yield is 0.200. (5) The reactants are [CH2:1]([O:8][C:9]1[N:14]=[CH:13][C:12]([CH:15]=O)=[CH:11][CH:10]=1)[C:2]1[CH:7]=[CH:6][CH:5]=[CH:4][CH:3]=1.[N+:17]([CH3:20])([O-:19])=[O:18].C([O-])(=O)C.[NH4+]. The catalyst is C(O)(=O)C. The product is [CH2:1]([O:8][C:9]1[CH:10]=[CH:11][C:12](/[CH:15]=[CH:20]/[N+:17]([O-:19])=[O:18])=[CH:13][N:14]=1)[C:2]1[CH:7]=[CH:6][CH:5]=[CH:4][CH:3]=1. The yield is 0.960. (6) The catalyst is [Cl-].C([N+](CC)(CC)CC)C1C=CC=CC=1.CC#N. The reactants are [C:1]([NH:11][C@H:12]([C:15]([OH:17])=[O:16])[CH2:13][OH:14])([O:3][CH2:4][C:5]1[CH:10]=[CH:9][CH:8]=[CH:7][CH:6]=1)=[O:2].C(=O)([O-])[O-].[K+].[K+].Br[C:25]([CH3:28])([CH3:27])[CH3:26]. The product is [C:25]([O:16][C:15](=[O:17])[CH:12]([NH:11][C:1]([O:3][CH2:4][C:5]1[CH:10]=[CH:9][CH:8]=[CH:7][CH:6]=1)=[O:2])[CH2:13][OH:14])([CH3:28])([CH3:27])[CH3:26]. The yield is 0.810. (7) The reactants are [CH3:1][CH:2]([N:4]1[C:12]2[C:7](=[C:8]([C:32]([NH:34][CH2:35][C:36]3[C:37](=[O:46])[NH:38][C:39]([CH3:45])=[CH:40][C:41]=3[CH2:42][CH2:43][CH3:44])=[O:33])[CH:9]=[C:10]([C:13]3[CH:14]=[CH:15][C:16]([N:19]4[CH2:24][CH2:23][N:22](C(OC(C)(C)C)=O)[CH2:21][CH2:20]4)=[N:17][CH:18]=3)[CH:11]=2)[CH:6]=[CH:5]1)[CH3:3].C(O)(C(F)(F)F)=O. The catalyst is ClCCl. The product is [CH:2]([N:4]1[C:12]2[CH:11]=[C:10]([C:13]3[CH:18]=[N:17][C:16]([N:19]4[CH2:20][CH2:21][NH:22][CH2:23][CH2:24]4)=[CH:15][CH:14]=3)[CH:9]=[C:8]([C:32]([NH:34][CH2:35][C:36]3[C:37](=[O:46])[NH:38][C:39]([CH3:45])=[CH:40][C:41]=3[CH2:42][CH2:43][CH3:44])=[O:33])[C:7]=2[CH:6]=[CH:5]1)([CH3:1])[CH3:3]. The yield is 0.840.